Dataset: Forward reaction prediction with 1.9M reactions from USPTO patents (1976-2016). Task: Predict the product of the given reaction. (1) Given the reactants C(OC([NH:8][C:9]1[CH:31]=[CH:30][C:12]([O:13][C:14]2[CH:19]=[CH:18][N:17]=[C:16]3[CH:20]=[C:21]([C:23]4[CH:28]=[CH:27][CH:26]=[CH:25][N+:24]=4[O-:29])[S:22][C:15]=23)=[C:11]([F:32])[CH:10]=1)=O)(C)(C)C.C(Cl)Cl.C(O)(C(F)(F)F)=O.[C:43]1([CH2:49][C:50]([N:52]=[C:53]=[S:54])=[O:51])[CH:48]=[CH:47][CH:46]=[CH:45][CH:44]=1, predict the reaction product. The product is: [F:32][C:11]1[CH:10]=[C:9]([NH:8][C:53]([NH:52][C:50](=[O:51])[CH2:49][C:43]2[CH:48]=[CH:47][CH:46]=[CH:45][CH:44]=2)=[S:54])[CH:31]=[CH:30][C:12]=1[O:13][C:14]1[CH:19]=[CH:18][N:17]=[C:16]2[CH:20]=[C:21]([C:23]3[CH:28]=[CH:27][CH:26]=[CH:25][N+:24]=3[O-:29])[S:22][C:15]=12. (2) Given the reactants [OH:1][C@:2]12[CH2:19][C:18](=[O:20])[CH2:17][CH2:16][C@:15]1([CH3:21])[C@@H:14]1[C@H:5]([C@H:6]3[C@@:10]([CH2:12][CH2:13]1)([CH3:11])[C:9](=[O:22])[CH2:8][CH2:7]3)[CH2:4][CH2:3]2.[CH2:23]1[CH2:46]OC2(CC[C@H]3[C@H]4[C@H](CC[C@]23C)[C@]2(C)C(C[C@@H](O)CC2)=CC4)[O:24]1.C1C=C(Cl)C=C(C(OO)=O)C=1.[H-].[H-].[H-].[H-].[Li+].[Al+3], predict the reaction product. The product is: [CH2:46]1[CH2:23][O:24][C:9]2([CH2:8][CH2:7][C@H:6]3[C@H:5]4[C@H:14]([CH2:13][CH2:12][C@:10]23[CH3:11])[C@:15]2([CH3:21])[C@:2]([OH:1])([CH2:19][C:18](=[O:20])[CH2:17][CH2:16]2)[CH2:3][CH2:4]4)[O:22]1. (3) Given the reactants [Cl:1][C:2]1[C:11]2[C:6](=[CH:7][C:8]([O:26][CH2:27][CH3:28])=[CH:9][C:10]=2[O:12][CH2:13][C@H:14]2[CH2:18][CH2:17][CH2:16][N:15]2[C:19]([O:21][C:22]([CH3:25])([CH3:24])[CH3:23])=[O:20])[N:5]=[CH:4][N:3]=1.[NH2:29][C:30]1[CH:31]=[N:32][N:33]([CH2:35][C:36]([NH:38][C:39]2[CH:44]=[CH:43][CH:42]=[C:41]([F:45])[C:40]=2[F:46])=[O:37])[CH:34]=1, predict the reaction product. The product is: [ClH:1].[F:46][C:40]1[C:41]([F:45])=[CH:42][CH:43]=[CH:44][C:39]=1[NH:38][C:36](=[O:37])[CH2:35][N:33]1[CH:34]=[C:30]([NH:29][C:2]2[C:11]3[C:6](=[CH:7][C:8]([O:26][CH2:27][CH3:28])=[CH:9][C:10]=3[O:12][CH2:13][C@H:14]3[CH2:18][CH2:17][CH2:16][N:15]3[C:19]([O:21][C:22]([CH3:24])([CH3:23])[CH3:25])=[O:20])[N:5]=[CH:4][N:3]=2)[CH:31]=[N:32]1. (4) Given the reactants [CH2:1]([O:3][CH2:4][C:5](Cl)=O)[CH3:2].[CH2:8]([O:15][C:16]1[CH:17]=[C:18]2[C:23](=[CH:24][CH:25]=1)[N:22]=[CH:21][C:20]([NH2:26])=[C:19]2[NH:27][CH2:28][CH:29]([CH3:31])[CH3:30])[C:9]1[CH:14]=[CH:13][CH:12]=[CH:11][CH:10]=1, predict the reaction product. The product is: [CH2:8]([O:15][C:16]1[CH:25]=[CH:24][C:23]2[N:22]=[CH:21][C:20]3[N:26]=[C:5]([CH2:4][O:3][CH2:1][CH3:2])[N:27]([CH2:28][CH:29]([CH3:31])[CH3:30])[C:19]=3[C:18]=2[CH:17]=1)[C:9]1[CH:10]=[CH:11][CH:12]=[CH:13][CH:14]=1.